The task is: Predict the reactants needed to synthesize the given product.. This data is from Full USPTO retrosynthesis dataset with 1.9M reactions from patents (1976-2016). (1) The reactants are: [NH:1]1[CH:5]=[CH:4][CH:3]=[N:2]1.[H-].[Na+].Cl[C:9]1[N:14]=[C:13]([C:15]([O:17][C:18]([CH3:21])([CH3:20])[CH3:19])=[O:16])[CH:12]=[N:11][CH:10]=1.[Cl-].[NH4+]. Given the product [N:1]1([C:9]2[N:14]=[C:13]([C:15]([O:17][C:18]([CH3:21])([CH3:20])[CH3:19])=[O:16])[CH:12]=[N:11][CH:10]=2)[CH:5]=[CH:4][CH:3]=[N:2]1, predict the reactants needed to synthesize it. (2) Given the product [C:4]([CH2:5][N:6]1[C:10]([C:11]2[CH:12]=[C:13]([CH3:20])[CH:14]=[CH:15][C:16]=2[OH:23])=[C:9]([C:18]([OH:17])=[O:19])[CH:8]=[N:7]1)([OH:3])=[O:21], predict the reactants needed to synthesize it. The reactants are: C([O:3][C:4](=[O:21])[CH2:5][N:6]1[C:10]2[C:11]3[CH:12]=[C:13]([CH3:20])[CH:14]=[CH:15][C:16]=3[O:17][C:18](=[O:19])[C:9]=2[CH:8]=[N:7]1)C.[Li+].[OH-:23].Cl. (3) Given the product [F:40][C:34]1[CH:35]=[C:36]([F:39])[CH:37]=[CH:38][C:33]=1/[CH:32]=[CH:31]/[C:28]1[O:29][CH:30]=[C:26]([CH2:25][O:1][C:2]2[CH:7]=[CH:6][C:5]([CH2:8][CH2:9][CH2:10][CH2:11][N:12]3[CH:16]=[CH:15][N:14]=[C:13]3[CH2:17][CH:18]([OH:21])[CH2:19][OH:20])=[CH:4][CH:3]=2)[N:27]=1, predict the reactants needed to synthesize it. The reactants are: [OH:1][C:2]1[CH:7]=[CH:6][C:5]([CH2:8][CH2:9][CH2:10][CH2:11][N:12]2[CH:16]=[CH:15][N:14]=[C:13]2[CH2:17][CH:18]([OH:21])[CH2:19][OH:20])=[CH:4][CH:3]=1.[H-].[Na+].Cl[CH2:25][C:26]1[N:27]=[C:28](/[CH:31]=[CH:32]/[C:33]2[CH:38]=[CH:37][C:36]([F:39])=[CH:35][C:34]=2[F:40])[O:29][CH:30]=1. (4) Given the product [CH:1]1([N:4]([CH:25]2[CH2:27][CH2:26]2)[C:5]([C:7]2[N:22]([CH2:23][CH3:24])[C:10]3=[N:11][C:12]([NH:19][C:20]4[O:34][C:32]([CH3:33])=[CH:31][N:28]=4)=[C:13]4[N:17]=[CH:16][N:15]([CH3:18])[C:14]4=[C:9]3[CH:8]=2)=[O:6])[CH2:3][CH2:2]1, predict the reactants needed to synthesize it. The reactants are: [CH:1]1([N:4]([CH:25]2[CH2:27][CH2:26]2)[C:5]([C:7]2[N:22]([CH2:23][CH3:24])[C:10]3=[N:11][C:12]([N:19]=[C:20]=S)=[C:13]4[N:17]=[CH:16][N:15]([CH3:18])[C:14]4=[C:9]3[CH:8]=2)=[O:6])[CH2:3][CH2:2]1.[N:28]([CH2:31][C:32](=[O:34])[CH3:33])=[N+]=[N-].C1(P(C2C=CC=CC=2)C2C=CC=CC=2)C=CC=CC=1. (5) Given the product [F:8][C:4]1[CH:5]=[CH:6][CH:7]=[C:2]([F:1])[C:3]=1[N:9]1[C:14]2[N:15]=[C:16]([NH:37][CH2:36][CH2:35][CH2:34][S:33][CH3:32])[N:17]=[C:18]([C:19]3[CH:24]=[CH:23][C:22]([F:25])=[CH:21][C:20]=3[CH3:26])[C:13]=2[CH:12]=[CH:11][C:10]1=[O:31], predict the reactants needed to synthesize it. The reactants are: [F:1][C:2]1[CH:7]=[CH:6][CH:5]=[C:4]([F:8])[C:3]=1[N:9]1[C:14]2[N:15]=[C:16](S(C)(=O)=O)[N:17]=[C:18]([C:19]3[CH:24]=[CH:23][C:22]([F:25])=[CH:21][C:20]=3[CH3:26])[C:13]=2[CH:12]=[CH:11][C:10]1=[O:31].[CH3:32][S:33][CH2:34][CH2:35][CH2:36][NH2:37]. (6) Given the product [CH2:1]([C:4]1[CH:18]=[CH:17][C:7]([O:8][C:9]2[CH:10]=[C:11]([CH:14]=[CH:15][CH:16]=2)[CH2:12][NH2:13])=[CH:6][CH:5]=1)[CH2:2][CH3:3], predict the reactants needed to synthesize it. The reactants are: [CH2:1]([C:4]1[CH:18]=[CH:17][C:7]([O:8][C:9]2[CH:10]=[C:11]([CH:14]=[CH:15][CH:16]=2)[C:12]#[N:13])=[CH:6][CH:5]=1)[CH2:2][CH3:3].C1COCC1.[H-].[Al+3].[Li+].[H-].[H-].[H-].[OH-].[Na+]. (7) Given the product [CH3:1][S:2]([O:6][C@@H:7]([CH3:55])[CH2:8][O:9][C@H:10]1[C@H:15]([C:16]2[CH:21]=[CH:20][C:19]([O:22][CH2:23][CH2:24][CH2:25][O:26][CH3:27])=[CH:18][CH:17]=2)[C@@H:14]([O:28][CH2:29][C:30]2[CH:31]=[CH:32][C:33]3[O:38][CH2:37][CH2:36][N:35]([CH2:39][CH2:40][CH2:41][O:42][CH3:43])[C:34]=3[CH:44]=2)[CH2:13][N:12]([C:45]([O:47][CH2:48][C:49]2[CH:50]=[CH:51][CH:52]=[CH:53][CH:54]=2)=[O:46])[CH2:11]1)(=[O:4])=[O:3], predict the reactants needed to synthesize it. The reactants are: [CH3:1][S:2](Cl)(=[O:4])=[O:3].[OH:6][C@@H:7]([CH3:55])[CH2:8][O:9][C@H:10]1[C@H:15]([C:16]2[CH:21]=[CH:20][C:19]([O:22][CH2:23][CH2:24][CH2:25][O:26][CH3:27])=[CH:18][CH:17]=2)[C@@H:14]([O:28][CH2:29][C:30]2[CH:31]=[CH:32][C:33]3[O:38][CH2:37][CH2:36][N:35]([CH2:39][CH2:40][CH2:41][O:42][CH3:43])[C:34]=3[CH:44]=2)[CH2:13][N:12]([C:45]([O:47][CH2:48][C:49]2[CH:54]=[CH:53][CH:52]=[CH:51][CH:50]=2)=[O:46])[CH2:11]1.C(N(CC)CC)C. (8) Given the product [C:23]([O:38][C@H:39]([CH2:44][CH2:45][CH2:46][CH2:47][CH2:48][CH2:49][CH2:50][CH2:51][CH2:52][CH2:53][CH3:54])[CH2:40][C:41]([NH:1][CH2:2][CH2:3][CH2:4][OH:5])=[O:43])(=[O:37])[CH2:24][CH2:25][CH2:26][CH2:27][CH2:28][CH2:29][CH2:30][CH2:31][CH2:32][CH2:33][CH2:34][CH2:35][CH3:36], predict the reactants needed to synthesize it. The reactants are: [NH2:1][CH2:2][CH2:3][CH2:4][O:5][Si](C(C)(C)C)(C1C=CC=CC=1)C1C=CC=CC=1.[C:23]([O:38][C@H:39]([CH2:44][CH2:45][CH2:46][CH2:47][CH2:48][CH2:49][CH2:50][CH2:51][CH2:52][CH2:53][CH3:54])[CH2:40][C:41]([OH:43])=O)(=[O:37])[CH2:24][CH2:25][CH2:26][CH2:27][CH2:28][CH2:29][CH2:30][CH2:31][CH2:32][CH2:33][CH2:34][CH2:35][CH3:36].C(Cl)CCl.CCCC[N+](CCCC)(CCCC)CCCC.[F-]. (9) The reactants are: [Cl:1][C:2]1[N:3]([CH3:40])[C:4]([C:34]2[N:38]([CH3:39])[N:37]=[CH:36][CH:35]=2)=[CH:5][C:6]=1[C:7]([NH:9][C@@H:10]([CH2:23][C:24]1[CH:29]=[CH:28][CH:27]=[CH:26][C:25]=1[C:30]([F:33])([F:32])[F:31])[CH2:11][N:12]1[C:20](=[O:21])[C:19]2[C:14](=[CH:15][CH:16]=[CH:17][CH:18]=2)[C:13]1=[O:22])=[O:8].C1C(=O)N([Cl:48])C(=O)C1. Given the product [Cl:1][C:2]1[N:3]([CH3:40])[C:4]([C:34]2[N:38]([CH3:39])[N:37]=[CH:36][C:35]=2[Cl:48])=[CH:5][C:6]=1[C:7]([NH:9][C@@H:10]([CH2:23][C:24]1[CH:29]=[CH:28][CH:27]=[CH:26][C:25]=1[C:30]([F:33])([F:32])[F:31])[CH2:11][N:12]1[C:20](=[O:21])[C:19]2[C:14](=[CH:15][CH:16]=[CH:17][CH:18]=2)[C:13]1=[O:22])=[O:8], predict the reactants needed to synthesize it.